The task is: Predict which catalyst facilitates the given reaction.. This data is from Catalyst prediction with 721,799 reactions and 888 catalyst types from USPTO. (1) Reactant: C(N1C=CN=C1)(N1C=CN=C1)=O.[CH3:13][O:14][C:15]1[CH:16]=[C:17]([CH2:21][C:22]([OH:24])=[O:23])[CH:18]=[CH:19][CH:20]=1.CN(C)C=O.[Si]([O:37][C:38]1[CH:39]=[CH:40][C:41](O)=[C:42]([C:44](=O)[CH2:45][CH3:46])[CH:43]=1)(C(C)(C)C)(C)C.C(=O)([O-])[O-].[K+].[K+]. Product: [CH2:45]([C:44]1[C:42]2[C:41](=[CH:40][CH:39]=[C:38]([OH:37])[CH:43]=2)[O:23][C:22](=[O:24])[C:21]=1[C:17]1[CH:18]=[CH:19][CH:20]=[C:15]([O:14][CH3:13])[CH:16]=1)[CH3:46]. The catalyst class is: 277. (2) Reactant: [CH:1]1([NH:4][C:5]2[C:6]([NH2:13])=[CH:7][C:8]([F:12])=[C:9]([F:11])[CH:10]=2)[CH2:3][CH2:2]1.[OH:14][C:15]([C:18]1[CH:19]=[C:20]([C:24](O)=[O:25])[CH:21]=[N:22][CH:23]=1)([CH3:17])[CH3:16].CN(C(ON1N=NC2C=CC=NC1=2)=[N+](C)C)C.F[P-](F)(F)(F)(F)F.C1C=NC2N(O)N=NC=2C=1.C(N(C(C)C)CC)(C)C. Product: [CH:1]1([NH:4][C:5]2[CH:10]=[C:9]([F:11])[C:8]([F:12])=[CH:7][C:6]=2[NH:13][C:24]([C:20]2[CH:21]=[N:22][CH:23]=[C:18]([C:15]([OH:14])([CH3:16])[CH3:17])[CH:19]=2)=[O:25])[CH2:3][CH2:2]1. The catalyst class is: 4. (3) Reactant: [NH2:1][C:2]1[CH:3]=[C:4]([CH:10]=[CH:11][CH:12]=1)[C:5]([O:7][CH2:8][CH3:9])=[O:6].C(=O)([O-])O.[Na+].[CH3:18][S:19](Cl)(=[O:21])=[O:20].O. The catalyst class is: 12. Product: [CH3:18][S:19]([NH:1][C:2]1[CH:3]=[C:4]([CH:10]=[CH:11][CH:12]=1)[C:5]([O:7][CH2:8][CH3:9])=[O:6])(=[O:21])=[O:20].